Dataset: Experimentally validated miRNA-target interactions with 360,000+ pairs, plus equal number of negative samples. Task: Binary Classification. Given a miRNA mature sequence and a target amino acid sequence, predict their likelihood of interaction. (1) The miRNA is hsa-miR-603 with sequence CACACACUGCAAUUACUUUUGC. The protein sequence of the target gene is MDVGFSRTTVQTLSRSHCKNIKQKISQWEGRANGISNPEKWCPKDFGVRYNCHQEIRLKKNPIAERKSKNLDVTSRENVGLDINENTKSHDQSENENKKHEYDDTHFFKNESESNWVCSRVKEIESCKEDVLDPETSLPPGNFYTSQILWKKIEALPPDKLLNLALEHCDSSEKELNFRVLDSSYGITKSLENIYSEPEGQECGPSINPLPKPRRTFRYLSESGVTPYKERNCDKKYCENNSCAQSSLASSQEPEPKKYGGKIRGRSKRKSFEFEDIQHFRNRNSQTIREELGRNSGSAL.... Result: 1 (interaction). (2) The miRNA is cel-miR-2-3p with sequence UAUCACAGCCAGCUUUGAUGUGC. The protein sequence of the target gene is MEVKRLKVTELRSELQRRGLDSRGLKVDLAQRLQEALDAEMLEDEAGGGGAGPGGACKAEPRPVAASGGGPGGDEEEDEEEEEEDEEALLEDEDEEPPPAQALGQAAQPPPEPPEAAAMEAAAEPDASEKPAEATAGSGGVNGGEEQGLGKREEDEPEERSGDETPGSEVPGDKAAEEQGDDQDSEKSKPAGSDGERRGVKRQRDEKDEHGRAYYEFREEAYHSRSKSPLPPEEEAKDEEEDQTLVNLDTYTSDLHFQVSKDRYGGQPLFSEKFPTLWSGARSTYGVTKGKVCFEAKVTQ.... Result: 0 (no interaction).